From a dataset of Full USPTO retrosynthesis dataset with 1.9M reactions from patents (1976-2016). Predict the reactants needed to synthesize the given product. (1) Given the product [CH3:1][C:2]12[O:20][CH:3]1[CH2:4][N:5]([C:8]([O:10][CH3:11])=[O:9])[CH2:6][CH2:7]2, predict the reactants needed to synthesize it. The reactants are: [CH3:1][C:2]1[CH2:3][CH2:4][N:5]([C:8]([O:10][CH3:11])=[O:9])[CH2:6][CH:7]=1.ClC1C=CC=C(C(OO)=[O:20])C=1. (2) Given the product [F:28][C:22]1[CH:23]=[C:24]([F:27])[CH:25]=[CH:26][C:21]=1[NH:20][C:18]([CH:17]1[CH2:16][C:15]2[C:10](=[CH:11][CH:12]=[CH:13][CH:14]=2)[CH2:9][NH:8]1)=[O:19], predict the reactants needed to synthesize it. The reactants are: C(OC([N:8]1[CH:17]([C:18]([NH:20][C:21]2[CH:26]=[CH:25][C:24]([F:27])=[CH:23][C:22]=2[F:28])=[O:19])[CH2:16][C:15]2[C:10](=[CH:11][CH:12]=[CH:13][CH:14]=2)[CH2:9]1)=O)(C)(C)C.Cl.C(O)(C)C.[OH-].[Na+]. (3) Given the product [OH:1][C:2]1[CH:11]=[CH:10][C:5]([C:6]([NH:8][NH:9][C:12]([O:14][C:15]([CH3:18])([CH3:17])[CH3:16])=[O:13])=[O:7])=[CH:4][CH:3]=1, predict the reactants needed to synthesize it. The reactants are: [OH:1][C:2]1[CH:11]=[CH:10][C:5]([C:6]([NH:8][NH2:9])=[O:7])=[CH:4][CH:3]=1.[C:12](O[C:12]([O:14][C:15]([CH3:18])([CH3:17])[CH3:16])=[O:13])([O:14][C:15]([CH3:18])([CH3:17])[CH3:16])=[O:13].CCOCC. (4) The reactants are: [F:1][C:2]1[CH:7]=[C:6]([F:8])[CH:5]=[CH:4][C:3]=1[CH2:9][NH:10][C:11]([C:13]1[C:14](=[O:31])[C:15]([OH:30])=[C:16]2[C:27](=[O:28])[N:20]3[C@@H:21]([CH3:26])[CH2:22][CH2:23][N:24]([CH3:25])[C@@H:19]3[CH2:18][N:17]2[CH:29]=1)=[O:12].N[C@@H:33]([CH3:38])[CH2:34][CH2:35]NC.[C:39]([OH:42])(=O)[CH3:40].[Cl:43][CH2:44]Cl. Given the product [ClH:43].[ClH:43].[NH2:20][C@@H:21]([CH3:26])[CH2:22][CH2:23][NH:24][CH3:19].[F:1][C:2]1[CH:7]=[C:6]([F:8])[CH:5]=[CH:4][C:3]=1[CH2:9][NH:10][C:11]([C:13]1[C:14](=[O:31])[C:15]([OH:30])=[C:16]2[C:27](=[O:28])[N:20]3[C@@H:21]([CH3:26])[CH2:22][CH2:23][N:24]([CH3:25])[C@@H:19]3[CH2:18][N:17]2[CH:29]=1)=[O:12].[F:1][C:2]1[CH:7]=[C:6]([F:8])[CH:5]=[CH:4][C:3]=1[CH2:9][NH:10][C:11]([C:13]1[C:14](=[O:31])[C:15]([O:42][CH2:39][C:40]2[CH:44]=[CH:35][CH:34]=[CH:33][CH:38]=2)=[C:16]2[C:27](=[O:28])[N:20]3[C@@H:21]([CH3:26])[CH2:22][CH2:23][N:24]([CH3:25])[C@@H:19]3[CH2:18][N:17]2[CH:29]=1)=[O:12], predict the reactants needed to synthesize it.